From a dataset of Forward reaction prediction with 1.9M reactions from USPTO patents (1976-2016). Predict the product of the given reaction. (1) Given the reactants Br[C:2]1[O:6][C:5]([CH3:7])=[C:4]([CH:8]=[O:9])[CH:3]=1.[Cl:10][C:11]1[CH:16]=[CH:15][C:14](B(O)O)=[CH:13][N:12]=1.C(=O)([O-])[O-].[Na+].[Na+].COCCOC, predict the reaction product. The product is: [Cl:10][C:11]1[N:12]=[CH:13][C:14]([C:2]2[O:6][C:5]([CH3:7])=[C:4]([CH:8]=[O:9])[CH:3]=2)=[CH:15][CH:16]=1. (2) Given the reactants [C:1]([N:8]1[CH:12]=[CH:11][N:10]=[CH:9]1)([N:3]1[CH:7]=[CH:6]N=[CH:4]1)=[O:2].N1C2[C:17](=[CH:18][CH:19]=CC=2)[CH2:16][CH2:15][CH2:14]1, predict the reaction product. The product is: [N:8]1([C:1]([N:3]2[C:4]3[C:18](=[CH:17][CH:16]=[CH:15][CH:14]=3)[CH2:19][CH2:6][CH2:7]2)=[O:2])[CH:12]=[CH:11][N:10]=[CH:9]1. (3) The product is: [NH:9]1[C:13]2[CH:14]=[CH:15][CH:16]=[CH:17][C:12]=2[N:11]=[C:10]1[CH:6]([NH:7][C:8]([NH:26][C:27]12[CH2:34][CH2:33][C:30]([OH:35])([CH2:31][CH2:32]1)[CH2:29][CH2:28]2)=[O:18])[CH2:5][C:4]1[CH:3]=[C:2]([F:1])[C:21]([O:22][CH3:23])=[C:20]([F:24])[CH:19]=1. Given the reactants [F:1][C:2]1[CH:3]=[C:4]([CH:19]=[C:20]([F:24])[C:21]=1[O:22][CH3:23])[CH2:5][CH:6]1[C:10]2=[N:11][C:12]3[CH:17]=[CH:16][CH:15]=[CH:14][C:13]=3[N:9]2[C:8](=[O:18])[NH:7]1.Cl.[NH2:26][C:27]12[CH2:34][CH2:33][C:30]([OH:35])([CH2:31][CH2:32]1)[CH2:29][CH2:28]2.C(O)(C(F)(F)F)=O, predict the reaction product. (4) Given the reactants [Cl:1][C:2]1[CH:11]=[CH:10][C:9]2[N:8]=[CH:7][C:6]3[N:12]=[CH:13][N:14]([CH3:15])[C:5]=3[C:4]=2[CH:3]=1.[OH:16]O, predict the reaction product. The product is: [Cl:1][C:2]1[CH:11]=[CH:10][C:9]2[NH:8][C:7](=[O:16])[C:6]3[N:12]=[CH:13][N:14]([CH3:15])[C:5]=3[C:4]=2[CH:3]=1. (5) Given the reactants [NH2:1][C@H:2]1[C@H:6]([OH:7])[CH2:5][N:4]([C:8]([O:10][CH2:11][C:12]2[CH:17]=[CH:16][CH:15]=[CH:14][CH:13]=2)=[O:9])[CH2:3]1.[C:18](O[C:18]([O:20][C:21]([CH3:24])([CH3:23])[CH3:22])=[O:19])([O:20][C:21]([CH3:24])([CH3:23])[CH3:22])=[O:19].CCN(CC)CC, predict the reaction product. The product is: [C:21]([O:20][C:18]([NH:1][CH:2]1[CH:6]([OH:7])[CH2:5][N:4]([C:8]([O:10][CH2:11][C:12]2[CH:17]=[CH:16][CH:15]=[CH:14][CH:13]=2)=[O:9])[CH2:3]1)=[O:19])([CH3:24])([CH3:23])[CH3:22]. (6) Given the reactants [CH2:1]([O:8][C:9]1[C:10](Cl)=[N:11][C:12]2[C:17]([C:18]=1[Cl:19])=[CH:16][C:15]([C:20]([C:32]1[N:36]([CH3:37])[CH:35]=[N:34][CH:33]=1)([C:22]1[CH:23]=[N:24][C:25]([C:28]([F:31])([F:30])[F:29])=[CH:26][CH:27]=1)[OH:21])=[CH:14][CH:13]=2)[C:2]1[CH:7]=[CH:6][CH:5]=[CH:4][CH:3]=1.[CH3:39][O-:40].[Na+], predict the reaction product. The product is: [CH2:1]([O:8][C:9]1[C:10]([O:40][CH3:39])=[N:11][C:12]2[C:17]([C:18]=1[Cl:19])=[CH:16][C:15]([C:20]([C:32]1[N:36]([CH3:37])[CH:35]=[N:34][CH:33]=1)([C:22]1[CH:23]=[N:24][C:25]([C:28]([F:31])([F:29])[F:30])=[CH:26][CH:27]=1)[OH:21])=[CH:14][CH:13]=2)[C:2]1[CH:7]=[CH:6][CH:5]=[CH:4][CH:3]=1.